This data is from Full USPTO retrosynthesis dataset with 1.9M reactions from patents (1976-2016). The task is: Predict the reactants needed to synthesize the given product. Given the product [CH2:1]([O:3][C:4](=[O:32])[CH2:5][C:6]1[CH:7]=[C:8]([C:20]2[CH:25]=[CH:24][C:23]([C:26]([F:27])([F:28])[F:29])=[CH:22][C:21]=2[CH2:30][NH:35][CH2:33][CH3:34])[C:9]([O:12][CH2:13][C:14]2[CH:19]=[CH:18][CH:17]=[CH:16][CH:15]=2)=[CH:10][CH:11]=1)[CH3:2], predict the reactants needed to synthesize it. The reactants are: [CH2:1]([O:3][C:4](=[O:32])[CH2:5][C:6]1[CH:7]=[C:8]([C:20]2[CH:25]=[CH:24][C:23]([C:26]([F:29])([F:28])[F:27])=[CH:22][C:21]=2[CH:30]=O)[C:9]([O:12][CH2:13][C:14]2[CH:19]=[CH:18][CH:17]=[CH:16][CH:15]=2)=[CH:10][CH:11]=1)[CH3:2].[CH2:33]([NH2:35])[CH3:34].